From a dataset of Forward reaction prediction with 1.9M reactions from USPTO patents (1976-2016). Predict the product of the given reaction. (1) Given the reactants [I-].[CH3:2][S+](C)(C)=O.[H-].[Na+].[OH:9][C:10]1[C:17]([OH:18])=[CH:16][CH:15]=[CH:14][C:11]=1[CH:12]=[O:13].[Cl-].[NH4+], predict the reaction product. The product is: [O:9]1[C:10]2[C:17]([OH:18])=[CH:16][CH:15]=[CH:14][C:11]=2[CH:12]([OH:13])[CH2:2]1. (2) Given the reactants Br[C:2]1[CH:3]=[C:4]([C:8]#[C:9][CH2:10][CH2:11][CH2:12][N:13]2[C:21](=[O:22])[C:20]3[C:15](=[CH:16][CH:17]=[CH:18][CH:19]=3)[C:14]2=[O:23])[CH:5]=[CH:6][CH:7]=1.[C:24]1(B(O)O)[CH:29]=[CH:28][CH:27]=[CH:26][CH:25]=1, predict the reaction product. The product is: [C:2]1([C:24]2[CH:29]=[CH:28][CH:27]=[CH:26][CH:25]=2)[CH:7]=[CH:6][CH:5]=[C:4]([C:8]#[C:9][CH2:10][CH2:11][CH2:12][N:13]2[C:21](=[O:22])[C:20]3[C:15](=[CH:16][CH:17]=[CH:18][CH:19]=3)[C:14]2=[O:23])[CH:3]=1. (3) Given the reactants [CH2:1]([CH2:7][CH2:8][NH2:9])[CH2:2][CH2:3][C:4]([OH:6])=[O:5].[C:18](O[C:18]([O:20][C:21]([CH3:24])([CH3:23])[CH3:22])=[O:19])([O:20][C:21]([CH3:24])([CH3:23])[CH3:22])=[O:19].O[N:26]1[C:30](=[O:31])[CH2:29][CH2:28][C:27]1=[O:32].CN(C)[CH2:35][CH2:36][CH2:37][N:38]=C=NCC, predict the reaction product. The product is: [O:32]=[C:27]1[CH2:28][CH2:29][C:30](=[O:31])[N:26]1[O:5][C:4](=[O:6])[CH2:3][CH2:2][CH2:1][CH2:7][CH2:8][NH:9][C:4](=[O:5])[CH2:3][CH2:2][CH2:35][CH2:36][CH2:37][NH:38][C:18]([O:20][C:21]([CH3:22])([CH3:23])[CH3:24])=[O:19]. (4) Given the reactants [OH:1][C:2]1[C:3]([C:13]([OH:15])=O)=[CH:4][C:5]2[C:10]([CH:11]=1)=[CH:9][CH:8]=[C:7](O)[CH:6]=2.[CH2:16](Br)[C:17]1[CH:22]=[CH:21][CH:20]=[CH:19][CH:18]=1.[C:24](=[O:27])([O-])[O-].[K+].[K+].[OH2:30], predict the reaction product. The product is: [CH2:16]([O:30][C:13]([C:3]1[C:2]([O:1][CH2:16][C:17]2[CH:22]=[CH:21][CH:20]=[CH:19][CH:18]=2)=[CH:11][C:10]2[C:5](=[CH:6][C:7]([O:27][CH2:24][C:2]3[CH:3]=[CH:4][CH:5]=[CH:10][CH:11]=3)=[CH:8][CH:9]=2)[CH:4]=1)=[O:15])[C:17]1[CH:22]=[CH:21][CH:20]=[CH:19][CH:18]=1. (5) Given the reactants [NH2:1][CH2:2][C:3]1[S:7][C:6]([C:8]([N:10]2[CH:14]([C:15]3[CH:20]=[CH:19][CH:18]=[CH:17][C:16]=3[OH:21])[CH2:13][C:12]([C:22]3[CH:23]=[N:24][CH:25]=[CH:26][CH:27]=3)=[N:11]2)=[O:9])=[CH:5][CH:4]=1.CCN=C=NCCCN(C)C.CCN(C(C)C)C(C)C.[N:48]1[CH:53]=[CH:52][CH:51]=[CH:50][C:49]=1[C:54](O)=[O:55], predict the reaction product. The product is: [OH:21][C:16]1[CH:17]=[CH:18][CH:19]=[CH:20][C:15]=1[CH:14]1[N:10]([C:8]([C:6]2[S:7][C:3]([CH2:2][NH:1][C:54]([C:49]3[CH:50]=[CH:51][CH:52]=[CH:53][N:48]=3)=[O:55])=[CH:4][CH:5]=2)=[O:9])[N:11]=[C:12]([C:22]2[CH:23]=[N:24][CH:25]=[CH:26][CH:27]=2)[CH2:13]1.